This data is from Forward reaction prediction with 1.9M reactions from USPTO patents (1976-2016). The task is: Predict the product of the given reaction. (1) The product is: [CH:6]([C:5]1[CH:8]=[CH:9][C:2]([O:14][C:15]2[CH:16]=[C:17]([CH:20]=[CH:21][CH:22]=2)[C:18]#[N:19])=[C:3]([C:10]([F:13])([F:12])[F:11])[CH:4]=1)=[O:7]. Given the reactants F[C:2]1[CH:9]=[CH:8][C:5]([CH:6]=[O:7])=[CH:4][C:3]=1[C:10]([F:13])([F:12])[F:11].[OH:14][C:15]1[CH:16]=[C:17]([CH:20]=[CH:21][CH:22]=1)[C:18]#[N:19], predict the reaction product. (2) Given the reactants [N:1]1[CH:6]=[CH:5][C:4]([N:7]2[CH2:12][CH2:11][CH:10]([C:13](Cl)=[O:14])[CH2:9][CH2:8]2)=[CH:3][CH:2]=1.[CH:16]1[C:25]2[C:20](=[CH:21][CH:22]=[CH:23][CH:24]=2)[CH:19]=[CH:18][C:17]=1[S:26]([N:29]1[CH2:34][CH2:33][NH:32][CH:31]([C:35]([O:37][CH2:38][CH3:39])=[O:36])[CH2:30]1)(=[O:28])=[O:27], predict the reaction product. The product is: [CH2:38]([O:37][C:35]([CH:31]1[CH2:30][N:29]([S:26]([C:17]2[CH:18]=[CH:19][C:20]3[C:25](=[CH:24][CH:23]=[CH:22][CH:21]=3)[CH:16]=2)(=[O:27])=[O:28])[CH2:34][CH2:33][N:32]1[C:13]([CH:10]1[CH2:11][CH2:12][N:7]([C:4]2[CH:5]=[CH:6][N:1]=[CH:2][CH:3]=2)[CH2:8][CH2:9]1)=[O:14])=[O:36])[CH3:39]. (3) The product is: [CH2:1]([O:3][C:4]([C:6]1[N:7]=[C:8]([S:12][CH2:17][CH:16]([O:19][CH2:20][CH3:21])[O:15][CH2:13][CH3:14])[NH:9][C:10]=1[CH3:11])=[O:5])[CH3:2]. Given the reactants [CH2:1]([O:3][C:4]([C:6]1[NH:7][C:8](=[S:12])[NH:9][C:10]=1[CH3:11])=[O:5])[CH3:2].[CH2:13]([O:15][CH:16]([O:19][CH2:20][CH3:21])[CH2:17]Br)[CH3:14], predict the reaction product. (4) Given the reactants C1COCC1.[CH2:6]1[CH2:33][O:32][C:8]2([CH2:13][CH2:12][C@H:11]3[C@H:14]4[C@H:24]([CH2:25][CH2:26][C@:9]23[CH3:10])[C@:22]2([CH3:23])[C:17]([CH2:18][C@H:19]([O:27][C:28](=[O:30])[CH3:29])[CH2:20][CH2:21]2)=[CH:16][C:15]4=[O:31])[O:7]1.[BH4-].[Na+].CC(C)=O, predict the reaction product. The product is: [CH2:33]1[CH2:6][O:7][C:8]2([CH2:13][CH2:12][C@H:11]3[C@H:14]4[C@H:24]([CH2:25][CH2:26][C@:9]23[CH3:10])[C@:22]2([CH3:23])[C:17]([CH2:18][C@H:19]([O:27][C:28](=[O:30])[CH3:29])[CH2:20][CH2:21]2)=[CH:16][C@@H:15]4[OH:31])[O:32]1. (5) Given the reactants [NH2:1][C:2]1[CH:3]=[C:4]([C:8]2[C:12]([C:13]3[CH:18]=[CH:17][N:16]=[C:15]([NH2:19])[N:14]=3)=[CH:11][N:10]([CH2:20][C:21]3[CH:26]=[CH:25][C:24]([O:27][CH3:28])=[CH:23][CH:22]=3)[N:9]=2)[CH:5]=[CH:6][CH:7]=1.[F:29][C:30]1[CH:35]=[CH:34][C:33]([F:36])=[CH:32][C:31]=1[S:37](Cl)(=[O:39])=[O:38].[Na], predict the reaction product. The product is: [NH2:19][C:15]1[N:14]=[C:13]([C:12]2[C:8]([C:4]3[CH:3]=[C:2]([NH:1][S:37]([C:31]4[CH:32]=[C:33]([F:36])[CH:34]=[CH:35][C:30]=4[F:29])(=[O:39])=[O:38])[CH:7]=[CH:6][CH:5]=3)=[N:9][N:10]([CH2:20][C:21]3[CH:22]=[CH:23][C:24]([O:27][CH3:28])=[CH:25][CH:26]=3)[CH:11]=2)[CH:18]=[CH:17][N:16]=1.